From a dataset of Full USPTO retrosynthesis dataset with 1.9M reactions from patents (1976-2016). Predict the reactants needed to synthesize the given product. (1) Given the product [CH3:1][C:2]1[C:11](=[O:12])[C:10]2[C:5](=[CH:6][CH:7]=[C:8]([C:13]3[C:18]([C:19]([OH:21])=[O:20])=[CH:17][CH:16]=[CH:15][CH:14]=3)[CH:9]=2)[NH:4][C:3]=1[CH2:24][O:25][C:26]1[CH:31]=[CH:30][CH:29]=[C:28]([O:32][CH2:33][CH:34]2[CH2:35][CH2:36][O:37][CH2:38][CH2:39]2)[CH:27]=1, predict the reactants needed to synthesize it. The reactants are: [CH3:1][C:2]1[C:11](=[O:12])[C:10]2[C:5](=[CH:6][CH:7]=[C:8]([C:13]3[C:18]([C:19]([O:21]CC)=[O:20])=[CH:17][CH:16]=[CH:15][CH:14]=3)[CH:9]=2)[NH:4][C:3]=1[CH2:24][O:25][C:26]1[CH:31]=[CH:30][CH:29]=[C:28]([O:32][CH2:33][CH:34]2[CH2:39][CH2:38][O:37][CH2:36][CH2:35]2)[CH:27]=1.C1COCC1.[OH-].[K+].Cl. (2) Given the product [Cl:1][C:2]1[N:7]=[C:6]([CH2:8][OH:9])[CH:5]=[C:4]([CH3:12])[N:3]=1, predict the reactants needed to synthesize it. The reactants are: [Cl:1][C:2]1[N:7]=[C:6]([C:8](OC)=[O:9])[CH:5]=[C:4]([CH3:12])[N:3]=1.[BH4-].[Na+]. (3) Given the product [Cl:21][C:20]1[C:15]([NH:14][C:12]([C:7]2[CH:8]=[CH:9][CH:10]=[C:11]3[C:6]=2[N:5]=[CH:4][N:3]=[C:2]3[NH2:1])=[O:13])=[C:16]([C:29]#[CH:30])[C:17]([NH:22][S:23]([CH2:26][CH2:27][CH3:28])(=[O:25])=[O:24])=[CH:18][CH:19]=1, predict the reactants needed to synthesize it. The reactants are: [NH2:1][C:2]1[C:11]2[C:6](=[C:7]([C:12]([NH:14][C:15]3[C:20]([Cl:21])=[CH:19][CH:18]=[C:17]([NH:22][S:23]([CH2:26][CH2:27][CH3:28])(=[O:25])=[O:24])[C:16]=3[C:29]#[C:30][Si](C(C)C)(C(C)C)C(C)C)=[O:13])[CH:8]=[CH:9][CH:10]=2)[N:5]=[CH:4][N:3]=1.CCCC[N+](CCCC)(CCCC)CCCC.[F-]. (4) Given the product [CH3:12][N:8]([C@@H:9]([CH2:10][CH2:11][CH3:39])[C:13](=[O:15])[NH:35][C@@H:32]1[C@@H:30]2[C@@H:29]([CH2:28][N:27]([S:24]([C:20]3[CH:21]=[CH:22][CH:23]=[C:18]([C:17]([F:16])([F:36])[F:37])[CH:19]=3)(=[O:25])=[O:26])[CH2:31]2)[CH2:34][CH2:33]1)[C:6](=[O:7])[O:5][C:1]([CH3:2])([CH3:3])[CH3:4], predict the reactants needed to synthesize it. The reactants are: [C:1]([O:5][C:6]([N:8]1[CH2:12][CH2:11][CH2:10][C@H:9]1[C:13]([OH:15])=O)=[O:7])([CH3:4])([CH3:3])[CH3:2].[F:16][C:17]([F:37])([F:36])[C:18]1[CH:19]=[C:20]([S:24]([N:27]2[CH2:31][C@@H:30]3[C@@H:32]([NH2:35])[CH2:33][CH2:34][C@@H:29]3[CH2:28]2)(=[O:26])=[O:25])[CH:21]=[CH:22][CH:23]=1.F[C:39](F)(F)C1C=C(S(N2C[C@H]3[C@H](N)CC[C@H]3C2)(=O)=O)C=CC=1. (5) Given the product [O:21]1[C@@H:16]([CH2:15][N:14]2[CH2:13][CH2:12][N:1]([C:2]3[CH:3]=[C:4]([CH2:9][OH:10])[CH:5]=[CH:6][C:7]=3[CH3:8])[CH2:27][CH2:26]2)[CH2:17][O:18][C:19]2[CH:25]=[CH:24][CH:23]=[CH:22][C:20]1=2, predict the reactants needed to synthesize it. The reactants are: [NH2:1][C:2]1[CH:3]=[C:4]([CH2:9][OH:10])[CH:5]=[CH:6][C:7]=1[CH3:8].Cl[CH2:12][CH2:13][N:14]([CH2:26][CH2:27]Cl)[CH2:15][C@@H:16]1[O:21][C:20]2[CH:22]=[CH:23][CH:24]=[CH:25][C:19]=2[O:18][CH2:17]1. (6) Given the product [Cl:1][C:2]1[C:7]([I:12])=[C:6]([CH3:8])[N:5]=[C:4]([NH2:9])[N:3]=1, predict the reactants needed to synthesize it. The reactants are: [Cl:1][C:2]1[CH:7]=[C:6]([CH3:8])[N:5]=[C:4]([NH2:9])[N:3]=1.CO.[I:12]N1C(=O)CCC1=O. (7) Given the product [CH2:30]([O:22][C:11]1[N:12]=[C:13]([C:14]2[CH:19]=[CH:18][C:17]([O:20][CH3:21])=[CH:16][CH:15]=2)[N:9]([C:6]2[CH:5]=[CH:4][C:3]([O:2][CH3:1])=[CH:8][CH:7]=2)[N:10]=1)[CH3:31], predict the reactants needed to synthesize it. The reactants are: [CH3:1][O:2][C:3]1[CH:8]=[CH:7][C:6]([N:9]2[C:13]([C:14]3[CH:19]=[CH:18][C:17]([O:20][CH3:21])=[CH:16][CH:15]=3)=[N:12][C:11]([OH:22])=[N:10]2)=[CH:5][CH:4]=1.C(=O)([O-])[O-].[K+].[K+].I[CH2:30][CH3:31].O.